From a dataset of Reaction yield outcomes from USPTO patents with 853,638 reactions. Predict the reaction yield, written as a fraction of the theoretical maximum amount of product (1.0 means a 100% yield; for example, 0.34 means a 34% yield). (1) The reactants are N[C:2]1[CH:7]=[CH:6][C:5]([O:8][CH3:9])=[CH:4][C:3]=1[S:10]([NH:13][C:14]1[CH:15]=[CH:16][CH:17]=[C:18]2[C:23]=1[N:22]=[CH:21][CH:20]=[CH:19]2)(=[O:12])=[O:11].N(OC(C)(C)C)=O.CC(O)=O. The catalyst is C1COCC1. The product is [CH3:9][O:8][C:5]1[CH:4]=[C:3]2[C:2](=[CH:7][CH:6]=1)[C:15]1[C:14](=[C:23]3[C:18](=[CH:17][CH:16]=1)[CH:19]=[CH:20][CH:21]=[N:22]3)[NH:13][S:10]2(=[O:11])=[O:12]. The yield is 0.0400. (2) The reactants are [H-].[Al+3].[Li+].[H-].[H-].[H-].C[O:8][C:9]([C@H:11]1[CH2:16][CH2:15][C@H:14]([NH:17][C:18]([C:20]2[CH:21]=[CH:22][C:23]3[S:28][CH2:27][C:26](=[O:29])[NH:25][C:24]=3[CH:30]=2)=[O:19])[CH2:13][CH2:12]1)=O. The catalyst is O1CCCC1. The product is [OH:8][CH2:9][C@H:11]1[CH2:12][CH2:13][C@H:14]([NH:17][C:18]([C:20]2[CH:21]=[CH:22][C:23]3[S:28][CH2:27][C:26](=[O:29])[NH:25][C:24]=3[CH:30]=2)=[O:19])[CH2:15][CH2:16]1. The yield is 0.400. (3) The reactants are [O:1]1[C:5]2[CH:6]=[CH:7][CH:8]=[CH:9][C:4]=2[C:3]([CH2:10][N:11]2[C:17](=[O:18])[C@@H:16]([NH:19][C:20](=[O:32])[C@@H:21]([N:23]([CH3:31])[C:24](=[O:30])[O:25][C:26]([CH3:29])([CH3:28])[CH3:27])[CH3:22])[CH2:15][NH:14][C:13]3[CH:33]=[CH:34][CH:35]=[CH:36][C:12]2=3)=[N:2]1.O1C2C=CC=CC=2C(CN2C[C@H](NC(=O)[C@@H](N(C)C(=O)OC(C)(C)C)C)C(=O)NC3C=CC=CC2=3)=N1.N1C=CC=CC=1.Cl[C:80]([C:82]1[CH:91]=[CH:90][C:85]([C:86]([O:88][CH3:89])=[O:87])=[CH:84][CH:83]=1)=[O:81]. The catalyst is C(Cl)Cl.O. The product is [O:1]1[C:5]2[CH:6]=[CH:7][CH:8]=[CH:9][C:4]=2[C:3]([CH2:10][N:11]2[C:17](=[O:18])[C@@H:16]([NH:19][C:20](=[O:32])[C@@H:21]([N:23]([C:24]([O:25][C:26]([CH3:28])([CH3:29])[CH3:27])=[O:30])[CH3:31])[CH3:22])[CH2:15][N:14]([C:80]([C:82]3[CH:91]=[CH:90][C:85]([C:86]([O:88][CH3:89])=[O:87])=[CH:84][CH:83]=3)=[O:81])[C:13]3[CH:33]=[CH:34][CH:35]=[CH:36][C:12]2=3)=[N:2]1. The yield is 0.700. (4) The reactants are Br[C:2]1[CH:7]=[CH:6][C:5]([CH:8]2[O:12][CH2:11][CH2:10][O:9]2)=[CH:4][N:3]=1.CCCCCC.C([Li])CCC.CN(C)[CH:26]=[O:27].O. The catalyst is O1CCCC1. The product is [O:9]1[CH2:10][CH2:11][O:12][CH:8]1[C:5]1[CH:6]=[CH:7][C:2]([CH:26]=[O:27])=[N:3][CH:4]=1. The yield is 0.360. (5) The reactants are [CH2:1]([O:3][C:4](=[O:26])[CH2:5][C:6]1[C:14]2[C:9](=[CH:10][C:11](Br)=[CH:12][CH:13]=2)[N:8]([CH2:16][C:17]2[S:18][C:19]3[CH:25]=[CH:24][CH:23]=[CH:22][C:20]=3[N:21]=2)[CH:7]=1)[CH3:2].[N+:27]([C:30]1[CH:31]=[C:32](B2OC(C)(C)C(C)(C)O2)[CH:33]=[C:34]([N+:36]([O-:38])=[O:37])[CH:35]=1)([O-:29])=[O:28].[O-]P([O-])([O-])=O.[K+].[K+].[K+]. The catalyst is CN(C=O)C.Cl[Pd](Cl)([P](C1C=CC=CC=1)(C1C=CC=CC=1)C1C=CC=CC=1)[P](C1C=CC=CC=1)(C1C=CC=CC=1)C1C=CC=CC=1. The product is [CH2:1]([O:3][C:4](=[O:26])[CH2:5][C:6]1[C:14]2[C:9](=[CH:10][C:11]([C:32]3[CH:31]=[C:30]([N+:27]([O-:29])=[O:28])[CH:35]=[C:34]([N+:36]([O-:38])=[O:37])[CH:33]=3)=[CH:12][CH:13]=2)[N:8]([CH2:16][C:17]2[S:18][C:19]3[CH:25]=[CH:24][CH:23]=[CH:22][C:20]=3[N:21]=2)[CH:7]=1)[CH3:2]. The yield is 0.520.